Predict which catalyst facilitates the given reaction. From a dataset of Catalyst prediction with 721,799 reactions and 888 catalyst types from USPTO. (1) Product: [Br:19][C:17]1[CH:18]=[C:13]([NH:11][C:9]2[CH:10]=[C:4]3[CH2:3][N:2]([CH3:1])[CH2:7][CH2:6][N:5]3[N:8]=2)[C:14](=[O:21])[N:15]([CH3:20])[CH:16]=1. The catalyst class is: 102. Reactant: [CH3:1][N:2]1[CH2:7][CH2:6][N:5]2[N:8]=[C:9]([NH2:11])[CH:10]=[C:4]2[CH2:3]1.Br[C:13]1[C:14](=[O:21])[N:15]([CH3:20])[CH:16]=[C:17]([Br:19])[CH:18]=1.C1(P(C2C=CC=CC=2)C2(P(C3C=CC=CC=3)C3C=CC=CC=3)CC=C3C(C=CC=C3)=C2C2C3C(=CC=CC=3)C=CC=2)C=CC=CC=1.C(=O)([O-])[O-].[Cs+].[Cs+]. (2) The catalyst class is: 236. Reactant: [O:1]=[S:2]1(=[O:22])[C@H:7]([CH2:8][CH2:9][CH2:10]O)[O:6][C:5]2[CH:12]=[CH:13][CH:14]=[CH:15][C:4]=2[N:3]1[C:16]1[CH:21]=[CH:20][CH:19]=[CH:18][CH:17]=1.C1(C)C=CC(S([Cl:32])(=O)=O)=CC=1.[CH3:34][NH2:35].Cl. Product: [ClH:32].[O:1]=[S:2]1(=[O:22])[C@H:7]([CH2:8][CH2:9][CH2:10][NH:35][CH3:34])[O:6][C:5]2[CH:12]=[CH:13][CH:14]=[CH:15][C:4]=2[N:3]1[C:16]1[CH:21]=[CH:20][CH:19]=[CH:18][CH:17]=1.